This data is from Forward reaction prediction with 1.9M reactions from USPTO patents (1976-2016). The task is: Predict the product of the given reaction. (1) Given the reactants [Cl:1][C:2]1[CH:7]=[CH:6][C:5]([NH:8][C:9]([NH:11][C:12]2[CH:17]=[CH:16][CH:15]=[CH:14][CH:13]=2)=[O:10])=[CH:4][C:3]=1[C:18]1[C:19](=[O:32])[N:20]([CH2:30][CH3:31])[C:21]2[C:26]([CH:27]=1)=[CH:25][N:24]=[C:23]([NH:28][CH3:29])[CH:22]=2.CC#N.[CH3:36][S:37]([OH:40])(=[O:39])=[O:38].O, predict the reaction product. The product is: [CH3:36][S:37]([OH:40])(=[O:39])=[O:38].[Cl:1][C:2]1[CH:7]=[CH:6][C:5]([NH:8][C:9]([NH:11][C:12]2[CH:13]=[CH:14][CH:15]=[CH:16][CH:17]=2)=[O:10])=[CH:4][C:3]=1[C:18]1[C:19](=[O:32])[N:20]([CH2:30][CH3:31])[C:21]2[C:26]([CH:27]=1)=[CH:25][N:24]=[C:23]([NH:28][CH3:29])[CH:22]=2. (2) Given the reactants [CH3:1][O:2][C:3]1[CH:8]=[CH:7][C:6]([C:9]2[CH:14]=[CH:13][N:12]=[C:11]([NH2:15])[C:10]=2[NH2:16])=[CH:5][CH:4]=1.[CH3:17][C:18]1[N:23]=[CH:22][C:21]([C:24](O)=O)=[CH:20][CH:19]=1, predict the reaction product. The product is: [CH3:1][O:2][C:3]1[CH:8]=[CH:7][C:6]([C:9]2[CH:14]=[CH:13][N:12]=[C:11]3[NH:15][C:24]([C:21]4[CH:22]=[N:23][C:18]([CH3:17])=[CH:19][CH:20]=4)=[N:16][C:10]=23)=[CH:5][CH:4]=1. (3) The product is: [CH3:1][O:2][C:3]([C:5]1[C:6]2[CH:7]=[CH:8][NH:9][C:10]=2[CH:11]=[C:12]([NH:14][C:15](=[O:17])[CH3:16])[CH:13]=1)=[O:4]. Given the reactants [CH3:1][O:2][C:3]([C:5]1[C:6]2[CH:7]=[CH:8][N:9](O)[C:10]=2[CH:11]=[C:12]([NH:14][C:15](=[O:17])[CH3:16])[CH:13]=1)=[O:4].CO, predict the reaction product. (4) Given the reactants ClC1C=CC=CC=1NC(=O)NC1C=CC(C2C=C3C(CN([C@@H](C(C)C)C(O)=O)C3=O)=CC=2)=NC=1.[F:35][C:36]1[CH:37]=[C:38]([NH:43][C:44](=[O:70])[NH:45][C:46]2[CH:47]=[CH:48][C:49]([C:52]3[CH:60]=[C:59]4[C:55]([CH2:56][N:57]([C@@H:62]([CH:67]([CH3:69])[CH3:68])[C:63]([O:65]C)=[O:64])[C:58]4=[O:61])=[CH:54][CH:53]=3)=[N:50][CH:51]=2)[CH:39]=[CH:40][C:41]=1[F:42], predict the reaction product. The product is: [F:35][C:36]1[CH:37]=[C:38]([NH:43][C:44](=[O:70])[NH:45][C:46]2[CH:47]=[CH:48][C:49]([C:52]3[CH:60]=[C:59]4[C:55]([CH2:56][N:57]([C@@H:62]([CH:67]([CH3:68])[CH3:69])[C:63]([OH:65])=[O:64])[C:58]4=[O:61])=[CH:54][CH:53]=3)=[N:50][CH:51]=2)[CH:39]=[CH:40][C:41]=1[F:42]. (5) Given the reactants C[O:2][C:3]([C:5]1([NH:14][C:15](=[O:36])[C:16]2[CH:21]=[CH:20][C:19]([O:22][CH3:23])=[C:18]([O:24][CH2:25][CH2:26][C:27]3[CH:32]=[CH:31][CH:30]=[C:29]([CH2:33][CH2:34][NH2:35])[CH:28]=3)[CH:17]=2)[CH2:13][C:12]2[C:7](=[CH:8][CH:9]=[CH:10][CH:11]=2)[CH2:6]1)=[O:4].O.[C:38](OC(=O)C)(=[O:40])[CH3:39], predict the reaction product. The product is: [C:38]([NH:35][CH2:34][CH2:33][C:29]1[CH:28]=[C:27]([CH2:26][CH2:25][O:24][C:18]2[CH:17]=[C:16]([CH:21]=[CH:20][C:19]=2[O:22][CH3:23])[C:15]([NH:14][C:5]2([C:3]([OH:2])=[O:4])[CH2:13][C:12]3[C:7](=[CH:8][CH:9]=[CH:10][CH:11]=3)[CH2:6]2)=[O:36])[CH:32]=[CH:31][CH:30]=1)(=[O:40])[CH3:39]. (6) Given the reactants [O:1]=[C:2]1[N:6]([C:7]2[CH:12]=[CH:11][C:10]([CH:13]3[CH2:18][CH2:17][NH:16][CH2:15][CH2:14]3)=[C:9]([F:19])[CH:8]=2)[CH2:5][C@H:4]([CH2:20][NH:21][C:22](=[O:24])[CH3:23])[O:3]1.[S:25]([CH2:28][C:29]([O:31]C)=O)[C:26]#[N:27].C(O)(=O)C, predict the reaction product. The product is: [O:31]=[C:29]1[CH2:28][S:25][C:26]([N:16]2[CH2:15][CH2:14][CH:13]([C:10]3[CH:11]=[CH:12][C:7]([N:6]4[CH2:5][C@H:4]([CH2:20][NH:21][C:22](=[O:24])[CH3:23])[O:3][C:2]4=[O:1])=[CH:8][C:9]=3[F:19])[CH2:18][CH2:17]2)=[N:27]1.